From a dataset of Full USPTO retrosynthesis dataset with 1.9M reactions from patents (1976-2016). Predict the reactants needed to synthesize the given product. (1) Given the product [NH2:44][C:8]([C:5]1[CH:6]=[CH:7][C:2]([Cl:1])=[CH:3][CH:4]=1)([C:27]1[N:28]([CH3:32])[CH:29]=[N:30][CH:31]=1)[C:9]1[CH:10]=[C:11]2[C:16](=[CH:17][CH:18]=1)[N:15]([CH3:19])[C:14](=[O:20])[CH:13]=[C:12]2[C:21]1[S:22][C:23]([CH3:26])=[CH:24][CH:25]=1, predict the reactants needed to synthesize it. The reactants are: [Cl:1][C:2]1[CH:7]=[CH:6][C:5]([C:8](O)([C:27]2[N:28]([CH3:32])[CH:29]=[N:30][CH:31]=2)[C:9]2[CH:10]=[C:11]3[C:16](=[CH:17][CH:18]=2)[N:15]([CH3:19])[C:14](=[O:20])[CH:13]=[C:12]3[C:21]2[S:22][C:23]([CH3:26])=[CH:24][CH:25]=2)=[CH:4][CH:3]=1.S(Cl)(Cl)=O.CO.C(Cl)(Cl)Cl.[NH4+:44].[OH-]. (2) Given the product [NH2:24][C:8]1[N:7]=[C:6]([O:5][CH2:1][CH2:2][CH2:3][CH3:4])[N:14]=[C:13]2[C:9]=1[NH:10][C:11](=[O:22])[N:12]2[CH2:15][CH:16]1[CH2:21][CH2:20][N:19]([CH:26]([CH3:28])[CH3:27])[CH2:18][CH2:17]1, predict the reactants needed to synthesize it. The reactants are: [CH2:1]([O:5][C:6]1[N:14]=[C:13]2[C:9]([N:10]=[C:11]([O:22]C)[N:12]2[CH2:15][CH:16]2[CH2:21][CH2:20][NH:19][CH2:18][CH2:17]2)=[C:8]([NH2:24])[N:7]=1)[CH2:2][CH2:3][CH3:4].I[CH:26]([CH3:28])[CH3:27]. (3) Given the product [CH:6]1([CH2:5][CH:4]([N:11]2[C:16](=[O:17])[CH:15]=[C:14]([O:18][C:19]3[CH:24]=[CH:23][CH:22]=[CH:21][CH:20]=3)[CH:13]=[N:12]2)[C:3]([OH:25])=[O:2])[CH2:10][CH2:9][CH2:8][CH2:7]1, predict the reactants needed to synthesize it. The reactants are: C[O:2][C:3](=[O:25])[CH:4]([N:11]1[C:16](=[O:17])[CH:15]=[C:14]([O:18][C:19]2[CH:24]=[CH:23][CH:22]=[CH:21][CH:20]=2)[CH:13]=[N:12]1)[CH2:5][CH:6]1[CH2:10][CH2:9][CH2:8][CH2:7]1.[OH-].[Na+].O.Cl. (4) Given the product [F:22][C:23]1[CH:31]=[CH:30][CH:29]=[C:28]([N:32]2[N:36]=[CH:35][CH:34]=[N:33]2)[C:24]=1[C:25]([N:7]1[CH2:6][CH:5]2[CH2:1][N:2]([C:9]3[N:14]=[C:13]([C:15]([F:18])([F:17])[F:16])[N:12]=[C:11]([N:19]([CH3:21])[CH3:20])[CH:10]=3)[CH2:3][CH:4]2[CH2:8]1)=[O:26], predict the reactants needed to synthesize it. The reactants are: [CH2:1]1[CH:5]2[CH2:6][NH:7][CH2:8][CH:4]2[CH2:3][N:2]1[C:9]1[N:14]=[C:13]([C:15]([F:18])([F:17])[F:16])[N:12]=[C:11]([N:19]([CH3:21])[CH3:20])[CH:10]=1.[F:22][C:23]1[CH:31]=[CH:30][CH:29]=[C:28]([N:32]2[N:36]=[CH:35][CH:34]=[N:33]2)[C:24]=1[C:25](O)=[O:26].CN(C(ON1N=NC2C=CC=NC1=2)=[N+](C)C)C.F[P-](F)(F)(F)(F)F.CCN(C(C)C)C(C)C. (5) Given the product [F:3][C:4]1[CH:11]=[CH:10][C:7]([CH:8]=[C:13]2[CH2:14][CH2:15][CH2:16][CH2:17][C:12]2=[O:18])=[CH:6][CH:5]=1, predict the reactants needed to synthesize it. The reactants are: [OH-].[K+].[F:3][C:4]1[CH:11]=[CH:10][C:7]([CH:8]=O)=[CH:6][CH:5]=1.[C:12]1(=[O:18])[CH2:17][CH2:16][CH2:15][CH2:14][CH2:13]1.Cl. (6) Given the product [F:12][C:4]1[CH:3]=[C:2]([C:37]2[CH:38]=[C:39]3[C:44](=[C:45]([N+:47]([O-:49])=[O:48])[CH:46]=2)[NH:43][C:42](=[O:50])[CH2:41][CH2:40]3)[CH:7]=[CH:6][C:5]=1[C:8]([F:11])([F:10])[F:9], predict the reactants needed to synthesize it. The reactants are: Br[C:2]1[CH:7]=[CH:6][C:5]([C:8]([F:11])([F:10])[F:9])=[C:4]([F:12])[CH:3]=1.B1(B2OC(C)(C)C(C)(C)O2)OC(C)(C)C(C)(C)O1.C([O-])(=O)C.[K+].Br[C:37]1[CH:38]=[C:39]2[C:44](=[C:45]([N+:47]([O-:49])=[O:48])[CH:46]=1)[NH:43][C:42](=[O:50])[CH2:41][CH2:40]2.[F-].[Cs+]. (7) The reactants are: [CH3:1][N:2]1[CH2:7][CH2:6][N:5]([C:8]2[CH:9]=[CH:10][C:11]([NH2:14])=[N:12][CH:13]=2)[CH2:4][CH2:3]1.Br[C:16]1[C:17](=[O:24])[N:18]([CH3:23])[CH:19]=[C:20]([Br:22])[CH:21]=1.C1(P(C2C=CC=CC=2)C2C3OC4C(=CC=CC=4P(C4C=CC=CC=4)C4C=CC=CC=4)C(C)(C)C=3C=CC=2)C=CC=CC=1.C(=O)([O-])[O-].[Cs+].[Cs+]. Given the product [Br:22][C:20]1[CH:21]=[C:16]([NH:14][C:11]2[CH:10]=[CH:9][C:8]([N:5]3[CH2:6][CH2:7][N:2]([CH3:1])[CH2:3][CH2:4]3)=[CH:13][N:12]=2)[C:17](=[O:24])[N:18]([CH3:23])[CH:19]=1, predict the reactants needed to synthesize it.